Task: Predict the product of the given reaction.. Dataset: Forward reaction prediction with 1.9M reactions from USPTO patents (1976-2016) (1) Given the reactants [C:1]([C:3]1[CH:4]=[C:5]([C:13]2[S:17][C:16]([C:18]3[C:19]([CH3:35])=[C:20]4[C:25](=[CH:26][CH:27]=3)[CH2:24][N:23]([CH2:28][CH2:29][C:30]([O:32]CC)=[O:31])[CH2:22][CH2:21]4)=[N:15][N:14]=2)[CH:6]=[CH:7][C:8]=1[O:9][CH:10]([CH3:12])[CH3:11])#[N:2].[OH-].[Na+:37], predict the reaction product. The product is: [Na+:37].[C:1]([C:3]1[CH:4]=[C:5]([C:13]2[S:17][C:16]([C:18]3[C:19]([CH3:35])=[C:20]4[C:25](=[CH:26][CH:27]=3)[CH2:24][N:23]([CH2:28][CH2:29][C:30]([O-:32])=[O:31])[CH2:22][CH2:21]4)=[N:15][N:14]=2)[CH:6]=[CH:7][C:8]=1[O:9][CH:10]([CH3:12])[CH3:11])#[N:2]. (2) Given the reactants [CH3:1][C:2]1[C:3]([CH3:22])=[CH:4][C:5]2[N:14]([CH2:15][C:16](O)=[O:17])[C:13]3[C:8]([C:9](=[O:20])[NH:10][C:11](=[O:19])[N:12]=3)=[N:7][C:6]=2[CH:21]=1.[C:23]([O:27][C:28]([CH:30]1[CH2:35][CH2:34][NH:33][CH2:32][CH2:31]1)=[O:29])([CH3:26])([CH3:25])[CH3:24].C(N(CC)CC)(C)C.CN(C(ON1N=NC2C=CC=NC1=2)=[N+](C)C)C.F[P-](F)(F)(F)(F)F, predict the reaction product. The product is: [C:23]([O:27][C:28]([CH:30]1[CH2:35][CH2:34][N:33]([C:16](=[O:17])[CH2:15][N:14]2[C:13]3[C:8]([C:9](=[O:20])[NH:10][C:11](=[O:19])[N:12]=3)=[N:7][C:6]3[CH:21]=[C:2]([CH3:1])[C:3]([CH3:22])=[CH:4][C:5]2=3)[CH2:32][CH2:31]1)=[O:29])([CH3:26])([CH3:24])[CH3:25]. (3) Given the reactants [CH3:1][O:2][CH2:3][O:4][C:5]1[CH:10]=[C:9]([O:11][CH2:12][O:13][CH3:14])[CH:8]=[CH:7][C:6]=1[C:15]1[CH2:19][CH2:18][C:17](=[O:20])[CH:16]=1, predict the reaction product. The product is: [CH3:1][O:2][CH2:3][O:4][C:5]1[CH:10]=[C:9]([O:11][CH2:12][O:13][CH3:14])[CH:8]=[CH:7][C:6]=1[CH:15]1[CH2:19][CH2:18][C:17](=[O:20])[CH2:16]1.